From a dataset of Catalyst prediction with 721,799 reactions and 888 catalyst types from USPTO. Predict which catalyst facilitates the given reaction. (1) Reactant: [CH3:1][N:2]1[C@@H:19]2[CH2:20][C:7]3=[CH:8][CH:9]=[C:10]([OH:22])[C:11]4[O:12][C@H:13]5[C:14]([CH2:16][CH2:17][C@:18]2([OH:21])[C@:5]5([C:6]=43)[CH2:4][CH2:3]1)=[O:15].O.[ClH:24]. Product: [CH3:1][N:2]1[C@@H:19]2[CH2:20][C:7]3=[CH:8][CH:9]=[C:10]([OH:22])[C:11]4[O:12][C@H:13]5[C:14]([CH2:16][CH2:17][C@:18]2([OH:21])[C@:5]5([C:6]=43)[CH2:4][CH2:3]1)=[O:15].[ClH:24]. The catalyst class is: 41. (2) Product: [Br:1][C:2]1[CH:8]=[CH:7][CH:6]=[C:5]2[C:3]=1[N:4]=[C:11]([CH3:12])[CH:10]=[CH:9]2. Reactant: [Br:1][C:2]1[CH:8]=[CH:7][CH:6]=[CH:5][C:3]=1[NH2:4].[CH:9](=O)/[CH:10]=[CH:11]/[CH3:12]. The catalyst class is: 33. (3) Reactant: [C:1]1([C:7]2[N:8]=[C:9]([C:12]3[C:13](=[O:23])[O:14][C:15]4[C:20]([CH:21]=3)=[CH:19][CH:18]=[C:17]([OH:22])[CH:16]=4)[S:10][CH:11]=2)[CH:6]=[CH:5][CH:4]=[CH:3][CH:2]=1.[C:24](OC(=O)C)(=[O:26])[CH3:25]. Product: [C:1]1([C:7]2[N:8]=[C:9]([C:12]3[C:13](=[O:23])[O:14][C:15]4[C:20]([CH:21]=3)=[CH:19][CH:18]=[C:17]([O:22][C:24](=[O:26])[CH3:25])[CH:16]=4)[S:10][CH:11]=2)[CH:6]=[CH:5][CH:4]=[CH:3][CH:2]=1. The catalyst class is: 17. (4) Reactant: [CH3:1][O:2][C:3]1[N:11]=[CH:10][N:9]=[C:8]2[C:4]=1[NH:5][CH:6]=[N:7]2. Product: [CH3:1][O:2][C:3]1[N:11]=[CH:10][N:9]=[C:8]2[C:4]=1[N:5]([CH2:8][CH2:4][CH:3]=[O:2])[CH:6]=[N:7]2. The catalyst class is: 10. (5) Product: [CH2:36]([O:38][C:39]([CH:41]1[CH2:46][CH2:45][N:44]([C:12](=[O:13])[C@@H:11]([NH:15][S:16]([C:19]2[CH:24]=[CH:23][CH:22]=[C:21]([N:25]3[CH2:30][CH2:29][CH2:28][CH2:27][C:26]3=[O:31])[C:20]=2[O:32][CH:33]([F:34])[F:35])(=[O:18])=[O:17])[CH2:10][NH:9][C:7]([C:5]2[S:6][C:2]([Cl:1])=[CH:3][CH:4]=2)=[O:8])[CH2:43][CH2:42]1)=[O:40])[CH3:37]. Reactant: [Cl:1][C:2]1[S:6][C:5]([C:7]([NH:9][CH2:10][C@H:11]([NH:15][S:16]([C:19]2[CH:24]=[CH:23][CH:22]=[C:21]([N:25]3[CH2:30][CH2:29][CH2:28][CH2:27][C:26]3=[O:31])[C:20]=2[O:32][CH:33]([F:35])[F:34])(=[O:18])=[O:17])[C:12](O)=[O:13])=[O:8])=[CH:4][CH:3]=1.[CH2:36]([O:38][C:39]([CH:41]1[CH2:46][CH2:45][NH:44][CH2:43][CH2:42]1)=[O:40])[CH3:37]. The catalyst class is: 3. (6) Reactant: [CH2:1]([O:3][C:4](=[O:19])[C@H:5]([CH2:12][C:13]1[CH:18]=[CH:17][CH:16]=[CH:15][CH:14]=1)[C@H:6]([CH2:10]Br)[CH:7]([CH3:9])[CH3:8])[CH3:2].C(N(CC)CC)C. Product: [CH2:1]([O:3][C:4](=[O:19])[C@H:5]([CH2:12][C:13]1[CH:14]=[CH:15][CH:16]=[CH:17][CH:18]=1)[C@H:6]([CH3:10])[CH:7]([CH3:9])[CH3:8])[CH3:2]. The catalyst class is: 29. (7) Reactant: [CH3:1][C:2]([CH3:16])([CH2:7][CH2:8][CH2:9][CH2:10][CH2:11][CH2:12][CH2:13][CH2:14][CH3:15])[CH2:3][C:4](O)=[O:5].C(Cl)[Cl:18]. Product: [CH3:1][C:2]([CH3:16])([CH2:7][CH2:8][CH2:9][CH2:10][CH2:11][CH2:12][CH2:13][CH2:14][CH3:15])[CH2:3][C:4]([Cl:18])=[O:5]. The catalyst class is: 9.